This data is from Reaction yield outcomes from USPTO patents with 853,638 reactions. The task is: Predict the reaction yield, written as a fraction of the theoretical maximum amount of product (1.0 means a 100% yield; for example, 0.34 means a 34% yield). (1) The reactants are FC(F)(F)C(O)=O.[CH3:8][O:9][C:10]1[CH:11]=[C:12]([CH:37]=[C:38]([O:40][CH3:41])[CH:39]=1)[CH2:13][CH2:14][C:15]1[CH:19]=[C:18]([NH:20][C:21](=[O:29])[C:22]2[CH:27]=[CH:26][C:25]([I:28])=[CH:24][CH:23]=2)[N:17](C(OC(C)(C)C)=O)[N:16]=1. The catalyst is C(Cl)Cl. The product is [CH3:8][O:9][C:10]1[CH:11]=[C:12]([CH2:13][CH2:14][C:15]2[CH:19]=[C:18]([NH:20][C:21](=[O:29])[C:22]3[CH:23]=[CH:24][C:25]([I:28])=[CH:26][CH:27]=3)[NH:17][N:16]=2)[CH:37]=[C:38]([O:40][CH3:41])[CH:39]=1. The yield is 0.243. (2) The catalyst is CO. The yield is 0.960. The product is [CH3:3][O:4][C:5]1[CH:14]=[C:13]([C:15]2[CH:20]=[CH:19][CH:18]=[CH:17][CH:16]=2)[CH:12]=[CH:11][C:6]=1[C:7]([OH:9])=[O:8]. The reactants are [OH-].[Na+].[CH3:3][O:4][C:5]1[CH:14]=[C:13]([C:15]2[CH:20]=[CH:19][CH:18]=[CH:17][CH:16]=2)[CH:12]=[CH:11][C:6]=1[C:7]([O:9]C)=[O:8]. (3) The yield is 0.881. No catalyst specified. The reactants are Cl[C:2]1[N:3]=[N:4][C:5]2[C:6]3[CH:15]=[CH:14][CH:13]=[CH:12][C:7]=3[CH2:8][CH2:9][C:10]=2[CH:11]=1.[C:16]1([N:22]2[CH2:27][CH2:26][NH:25][CH2:24][CH2:23]2)[CH:21]=[CH:20][CH:19]=[CH:18][CH:17]=1.Cl.[NH4+]. The product is [C:16]1([N:22]2[CH2:27][CH2:26][N:25]([C:2]3[N:3]=[N:4][C:5]4[C:6]5[CH:15]=[CH:14][CH:13]=[CH:12][C:7]=5[CH2:8][CH2:9][C:10]=4[CH:11]=3)[CH2:24][CH2:23]2)[CH:21]=[CH:20][CH:19]=[CH:18][CH:17]=1. (4) The reactants are [Cl:1][C:2]1[N:7]=[C:6]([CH2:8][C:9]([C:11]2[C:12]([F:29])=[C:13]([NH:17][S:18]([C:21]3[C:26]([F:27])=[CH:25][CH:24]=[CH:23][C:22]=3[F:28])(=[O:20])=[O:19])[CH:14]=[CH:15][CH:16]=2)=O)[CH:5]=[CH:4][N:3]=1.ClCCl.BrN1C(=O)CCC1=O.[CH3:41][C:42]([CH3:47])([CH3:46])[C:43](=[S:45])[NH2:44]. The catalyst is C(OCC)(=O)C.O. The product is [Cl:1][C:2]1[N:7]=[C:6]([C:8]2[S:45][C:43]([C:42]([CH3:47])([CH3:46])[CH3:41])=[N:44][C:9]=2[C:11]2[C:12]([F:29])=[C:13]([NH:17][S:18]([C:21]3[C:26]([F:27])=[CH:25][CH:24]=[CH:23][C:22]=3[F:28])(=[O:20])=[O:19])[CH:14]=[CH:15][CH:16]=2)[CH:5]=[CH:4][N:3]=1. The yield is 0.800. (5) The reactants are [Br:1][C:2]1[CH:3]=[C:4]([N:9]2[C:13](=[O:14])[O:12][N:11]=[C:10]2[C:15]2[C:16]([NH:20][CH2:21][CH2:22][NH:23][S:24]([NH:27]C(=O)OCC(Cl)(Cl)Cl)(=[O:26])=[O:25])=[N:17][O:18][N:19]=2)[CH:5]=[CH:6][C:7]=1[F:8].C(O)(=O)C. The catalyst is O1CCCC1.[Zn]. The product is [Br:1][C:2]1[CH:3]=[C:4]([N:9]2[C:13](=[O:14])[O:12][N:11]=[C:10]2[C:15]2[C:16]([NH:20][CH2:21][CH2:22][NH:23][S:24]([NH2:27])(=[O:25])=[O:26])=[N:17][O:18][N:19]=2)[CH:5]=[CH:6][C:7]=1[F:8]. The yield is 0.630. (6) The reactants are [OH:1][C:2]1[CH:9]=[CH:8][C:5]([CH2:6][OH:7])=[CH:4][CH:3]=1.[C:10](OC=C)(=[O:12])[CH3:11].C(OCC)(=O)C.CCCCCCC. The catalyst is C(#N)C. The product is [C:10]([O:7][CH2:6][C:5]1[CH:8]=[CH:9][C:2]([OH:1])=[CH:3][CH:4]=1)(=[O:12])[CH3:11]. The yield is 0.990.